Dataset: Forward reaction prediction with 1.9M reactions from USPTO patents (1976-2016). Task: Predict the product of the given reaction. (1) Given the reactants [C:1]([NH:4][C:5]1[CH:10]=[C:9]([C:11]2[O:12][C:13]([C:17](O)=[O:18])=[C:14]([I:16])[N:15]=2)[C:8]([CH3:20])=[CH:7][N:6]=1)(=[O:3])[CH3:2].C(Cl)(=O)OCC(C)C.[NH3:29], predict the reaction product. The product is: [C:1]([NH:4][C:5]1[CH:10]=[C:9]([C:11]2[O:12][C:13]([C:17]([NH2:29])=[O:18])=[C:14]([I:16])[N:15]=2)[C:8]([CH3:20])=[CH:7][N:6]=1)(=[O:3])[CH3:2]. (2) Given the reactants [N:1]1[CH:6]=[CH:5][CH:4]=[C:3]([C:7]2[CH:16]=[N:15][C:14]([NH2:17])=[C:13]3[C:8]=2[CH:9]=[CH:10][CH:11]=[N:12]3)[CH:2]=1.Br[C:19]1[CH:24]=[CH:23][C:22]([F:25])=[CH:21][N:20]=1, predict the reaction product. The product is: [F:25][C:22]1[CH:23]=[CH:24][C:19]([NH:17][C:14]2[N:15]=[CH:16][C:7]([C:3]3[CH:2]=[N:1][CH:6]=[CH:5][CH:4]=3)=[C:8]3[C:13]=2[N:12]=[CH:11][CH:10]=[CH:9]3)=[N:20][CH:21]=1. (3) Given the reactants [OH:1][C@H:2]1[CH2:5][C@H:4]([O:6][C:7]2[CH:38]=[CH:37][C:10]([CH2:11][C@H:12]([C:30]([O:32][C:33]([CH3:36])([CH3:35])[CH3:34])=[O:31])[CH2:13][C@@H:14]([C:23]([O:25][C:26]([CH3:29])([CH3:28])[CH3:27])=[O:24])[NH:15][C:16]([O:18][C:19]([CH3:22])([CH3:21])[CH3:20])=[O:17])=[CH:9][CH:8]=2)[CH2:3]1.C(=O)([O-])[O-].[K+].[K+].[CH3:45][C:46]1[CH:51]=[CH:50][C:49]([S:52](O[C@H]2C[C@@H](O[S:52]([C:49]3[CH:50]=[CH:51][C:46]([CH3:45])=[CH:47][CH:48]=3)(=[O:54])=[O:53])C2)(=[O:54])=[O:53])=[CH:48][CH:47]=1, predict the reaction product. The product is: [C:19]([O:18][C:16]([NH:15][C@H:14]([C:23]([O:25][C:26]([CH3:27])([CH3:28])[CH3:29])=[O:24])[CH2:13][C@H:12]([CH2:11][C:10]1[CH:9]=[CH:8][C:7]([O:6][C@H:4]2[CH2:3][C@H:2]([O:1][S:52]([C:49]3[CH:50]=[CH:51][C:46]([CH3:45])=[CH:47][CH:48]=3)(=[O:54])=[O:53])[CH2:5]2)=[CH:38][CH:37]=1)[C:30]([O:32][C:33]([CH3:36])([CH3:35])[CH3:34])=[O:31])=[O:17])([CH3:22])([CH3:21])[CH3:20].